The task is: Predict the product of the given reaction.. This data is from Forward reaction prediction with 1.9M reactions from USPTO patents (1976-2016). The product is: [CH3:13][C:6]1[CH:7]=[CH:8][C:3]([CH2:2][C:1]([O:10][CH2:11][Cl:12])=[O:9])=[CH:4][CH:5]=1. Given the reactants [C:1]([O:10][CH2:11][Cl:12])(=[O:9])[CH2:2][CH2:3][CH2:4][CH2:5][CH2:6][CH2:7][CH3:8].[CH3:13]C1C=CC(CC(O)=O)=CC=1.C(=O)([O-])O.[Na+].ClCOS(Cl)(=O)=O, predict the reaction product.